From a dataset of Catalyst prediction with 721,799 reactions and 888 catalyst types from USPTO. Predict which catalyst facilitates the given reaction. Reactant: [OH-].[Na+].C[O:4][C:5](=[O:40])[CH2:6][C:7]1[CH:12]=[CH:11][C:10]([C:13]2[CH:18]=[CH:17][C:16]([C:19]([CH2:37][CH3:38])([C:22]3[CH:27]=[CH:26][C:25](/[CH:28]=[CH:29]/[C:30]4([OH:35])[CH2:34][CH2:33][CH2:32][CH2:31]4)=[C:24]([CH3:36])[CH:23]=3)[CH2:20][CH3:21])=[CH:15][C:14]=2[CH3:39])=[CH:9][CH:8]=1.[Cl-].[NH4+]. Product: [CH2:20]([C:19]([C:16]1[CH:17]=[CH:18][C:13]([C:10]2[CH:9]=[CH:8][C:7]([CH2:6][C:5]([OH:40])=[O:4])=[CH:12][CH:11]=2)=[C:14]([CH3:39])[CH:15]=1)([C:22]1[CH:27]=[CH:26][C:25](/[CH:28]=[CH:29]/[C:30]2([OH:35])[CH2:34][CH2:33][CH2:32][CH2:31]2)=[C:24]([CH3:36])[CH:23]=1)[CH2:37][CH3:38])[CH3:21]. The catalyst class is: 111.